This data is from Full USPTO retrosynthesis dataset with 1.9M reactions from patents (1976-2016). The task is: Predict the reactants needed to synthesize the given product. (1) Given the product [C:1]([O:5][C:6](=[O:30])[NH:7][C@H:8]([CH2:26][CH:27]([CH3:29])[CH3:28])[C:9]([NH:11][C:12]1[CH:17]=[C:16]([O:18][CH3:19])[C:15]([CH:37]=[CH2:38])=[CH:14][C:13]=1[C:21]1[N:22]=[N:23][NH:24][N:25]=1)=[O:10])([CH3:4])([CH3:3])[CH3:2], predict the reactants needed to synthesize it. The reactants are: [C:1]([O:5][C:6](=[O:30])[NH:7][C@H:8]([CH2:26][CH:27]([CH3:29])[CH3:28])[C:9]([NH:11][C:12]1[CH:17]=[C:16]([O:18][CH3:19])[C:15](Br)=[CH:14][C:13]=1[C:21]1[N:22]=[N:23][NH:24][N:25]=1)=[O:10])([CH3:4])([CH3:3])[CH3:2].C(=O)([O-])[O-].[Cs+].[Cs+].[C:37](OCC)(=O)[CH3:38]. (2) Given the product [NH2:19][C:17](=[O:18])[CH2:16][C:11]1[CH:12]=[CH:13][CH:14]=[CH:15][C:10]=1[CH2:9][CH2:8][C:6]1[C:5]([CH3:20])=[CH:4][N:3]=[C:2]([NH:34][C:33]2[CH:35]=[CH:36][C:30]([CH2:29][NH:28][C:21](=[O:22])[O:23][C:24]([CH3:26])([CH3:27])[CH3:25])=[CH:31][CH:32]=2)[N:7]=1, predict the reactants needed to synthesize it. The reactants are: Cl[C:2]1[N:7]=[C:6]([CH2:8][CH2:9][C:10]2[CH:15]=[CH:14][CH:13]=[CH:12][C:11]=2[CH2:16][C:17]([NH2:19])=[O:18])[C:5]([CH3:20])=[CH:4][N:3]=1.[C:21]([NH:28][CH2:29][C:30]1[CH:36]=[CH:35][C:33]([NH2:34])=[CH:32][CH:31]=1)([O:23][C:24]([CH3:27])([CH3:26])[CH3:25])=[O:22].C([O-])([O-])=O.[Cs+].[Cs+].CC1(C)C2C(=C(P(C3C=CC=CC=3)C3C=CC=CC=3)C=CC=2)OC2C(P(C3C=CC=CC=3)C3C=CC=CC=3)=CC=CC1=2. (3) Given the product [CH3:1][C:2]1[C:11]2[C:6](=[CH:7][CH:8]=[CH:9][CH:10]=2)[N:5]=[C:4]([CH2:12][N:13]2[C:22](=[O:23])[C:21]3[N:20]([CH2:24][C:25]#[C:26][CH3:27])[C:19]([N:60]4[CH2:61][CH2:62][CH2:63][C@@H:58]([NH:57][C:55]([O:54][C:50]([CH3:53])([CH3:52])[CH3:51])=[O:56])[CH2:59]4)=[N:18][C:17]=3[N:16]([CH3:29])[C:14]2=[O:15])[N:3]=1, predict the reactants needed to synthesize it. The reactants are: [CH3:1][C:2]1[C:11]2[C:6](=[CH:7][CH:8]=[CH:9][CH:10]=2)[N:5]=[C:4]([CH2:12][N:13]2[C:22](=[O:23])[C:21]3[N:20]([CH2:24][C:25]#[C:26][CH3:27])[C:19](Br)=[N:18][C:17]=3[N:16]([CH3:29])[C:14]2=[O:15])[N:3]=1.C(=O)([O-])[O-].[K+].[K+].C(OC([C@@H]1CCCN(N)C1)=O)(C)(C)C.[C:50]([O:54][C:55]([NH:57][C@@H:58]1[CH2:63][CH2:62][CH2:61][NH:60][CH2:59]1)=[O:56])([CH3:53])([CH3:52])[CH3:51]. (4) Given the product [N:34]1[CH:39]=[CH:38][CH:37]=[N:36][C:35]=1[C:40]1[CH:47]=[CH:46][C:43]([CH2:44][CH:12]=[O:13])=[CH:42][CH:41]=1, predict the reactants needed to synthesize it. The reactants are: C[Si](C)(C)[N-][Si](C)(C)C.[Na+].[Cl-].[CH3:12][O:13]C[P+](C1C=CC=CC=1)(C1C=CC=CC=1)C1C=CC=CC=1.[N:34]1[CH:39]=[CH:38][CH:37]=[N:36][C:35]=1[C:40]1[CH:47]=[CH:46][C:43]([CH:44]=O)=[CH:42][CH:41]=1.Cl.C([O-])([O-])=O.[Na+].[Na+]. (5) Given the product [CH3:37][C:28]1[CH:29]=[C:30]([S:33]([CH3:36])(=[O:35])=[O:34])[N:31]=[CH:32][C:27]=1[C:14]1[CH:15]=[C:10]2[CH:9]=[C:8]([C:3]3[CH:4]=[N:5][CH:6]=[CH:7][C:2]=3[CH3:1])[NH:25][C:11]2=[N:12][CH:13]=1, predict the reactants needed to synthesize it. The reactants are: [CH3:1][C:2]1[CH:7]=[CH:6][N:5]=[CH:4][C:3]=1[C:8]1[NH:25][C:11]2=[N:12][CH:13]=[C:14](B3OC(C)(C)C(C)(C)O3)[CH:15]=[C:10]2[CH:9]=1.Br[C:27]1[C:28]([CH3:37])=[CH:29][C:30]([S:33]([CH3:36])(=[O:35])=[O:34])=[N:31][CH:32]=1.